Task: Predict the reaction yield, written as a fraction of the theoretical maximum amount of product (1.0 means a 100% yield; for example, 0.34 means a 34% yield).. Dataset: Reaction yield outcomes from USPTO patents with 853,638 reactions (1) The reactants are [NH2:1][C:2]1[S:3][CH:4]=[CH:5][C:6]=1[C:7]([NH2:9])=[O:8].[N:10]([O-])=O.[Na+]. The catalyst is S(=O)(=O)(O)O. The product is [N:1]1[C:2]2[S:3][CH:4]=[CH:5][C:6]=2[C:7](=[O:8])[NH:9][N:10]=1. The yield is 0.180. (2) The reactants are CC(C)([O-])C.[K+].C1(C)C=CC(S([CH2:16][N+:17]#[C-])(=O)=O)=CC=1.[CH2:20]([O:27][C:28]1[C:32]([CH:33]=O)=[CH:31][N:30]([CH3:35])[N:29]=1)[C:21]1[CH:26]=[CH:25][CH:24]=[CH:23][CH:22]=1.[Cl-].[NH4+]. The catalyst is C(COC)OC.CO. The product is [CH2:20]([O:27][C:28]1[C:32]([CH2:33][C:16]#[N:17])=[CH:31][N:30]([CH3:35])[N:29]=1)[C:21]1[CH:26]=[CH:25][CH:24]=[CH:23][CH:22]=1. The yield is 0.820. (3) The reactants are [Cl:1][C:2]1[CH:3]=[C:4]([CH:7]=[CH:8][C:9]=1[OH:10])[CH:5]=O.C1(P(C2C=CC=CC=2)(C2C=CC=CC=2)=[C:18]([CH3:24])[C:19]([O:21][CH2:22][CH3:23])=[O:20])C=CC=CC=1. The catalyst is O1CCCC1. The product is [Cl:1][C:2]1[CH:3]=[C:4]([CH:5]=[C:18]([CH3:24])[C:19]([O:21][CH2:22][CH3:23])=[O:20])[CH:7]=[CH:8][C:9]=1[OH:10]. The yield is 0.952. (4) The reactants are [C:1]1([C@H:7]([NH:9][C@@:10]2([C:20]([OH:22])=[O:21])[CH2:15][C@H:14]([OH:16])[CH:13]3[CH:11]2[C@H:12]3[C:17]([OH:19])=[O:18])[CH3:8])[CH:6]=[CH:5][CH:4]=[CH:3][CH:2]=1.[C:23](Cl)(=O)[CH3:24].[CH2:27](O)[CH3:28]. No catalyst specified. The product is [C:1]1([C@H:7]([NH:9][C@@:10]2([C:20]([O:22][CH2:23][CH3:24])=[O:21])[CH2:15][C@H:14]([OH:16])[CH:13]3[CH:11]2[C@H:12]3[C:17]([O:19][CH2:27][CH3:28])=[O:18])[CH3:8])[CH:6]=[CH:5][CH:4]=[CH:3][CH:2]=1. The yield is 0.990. (5) The reactants are [OH-].[K+].[O:3]1[C:8]2[CH:9]=[CH:10][C:11]([CH:13]=[O:14])=[CH:12][C:7]=2[O:6][CH2:5][CH2:4]1.[N+:15]([CH2:17][C:18]([N:20]1[CH2:24][CH2:23][CH2:22][CH2:21]1)=[O:19])#[C-:16]. The catalyst is CO. The product is [O:3]1[C:8]2[CH:9]=[CH:10][C:11]([C@@H:13]3[O:14][CH:16]=[N:15][C@H:17]3[C:18]([N:20]3[CH2:24][CH2:23][CH2:22][CH2:21]3)=[O:19])=[CH:12][C:7]=2[O:6][CH2:5][CH2:4]1. The yield is 0.680.